This data is from Forward reaction prediction with 1.9M reactions from USPTO patents (1976-2016). The task is: Predict the product of the given reaction. Given the reactants CON(C)[C:4]([C:6]1[N:7]=[CH:8][N:9]([C:11]2[CH:12]=[C:13]([C:17]3[CH:22]=[CH:21][CH:20]=[CH:19][C:18]=3[O:23][C:24]([F:27])([F:26])[F:25])[CH:14]=[CH:15][CH:16]=2)[CH:10]=1)=[O:5].Br[C:30]1[CH:35]=[CH:34][CH:33]=[CH:32][C:31]=1[O:36][CH3:37], predict the reaction product. The product is: [CH3:37][O:36][C:31]1[CH:32]=[CH:33][CH:34]=[CH:35][C:30]=1[C:4]([C:6]1[N:7]=[CH:8][N:9]([C:11]2[CH:12]=[C:13]([C:17]3[CH:22]=[CH:21][CH:20]=[CH:19][C:18]=3[O:23][C:24]([F:27])([F:25])[F:26])[CH:14]=[CH:15][CH:16]=2)[CH:10]=1)=[O:5].